This data is from Forward reaction prediction with 1.9M reactions from USPTO patents (1976-2016). The task is: Predict the product of the given reaction. (1) The product is: [Cl:1][C:2]1[CH:7]=[CH:6][C:5]([O:8][C:9]([F:12])([F:11])[F:10])=[C:4]2[C:3]=1[NH:28][CH:18]=[CH:17]2. Given the reactants [Cl:1][C:2]1[CH:7]=[CH:6][C:5]([O:8][C:9]([F:12])([F:11])[F:10])=[C:4]([N+]([O-])=O)[CH:3]=1.Cl[C:17]1C=CC(OC(F)(F)F)=C[C:18]=1[N+:28]([O-])=O.C([Mg]Br)=C.[NH4+].[Cl-], predict the reaction product. (2) Given the reactants C([O:3][C:4](=[O:19])[C@@H:5]([O:17][CH3:18])[CH2:6][C:7]1[CH:12]=[CH:11][C:10]([O:13][CH2:14][CH2:15]Br)=[CH:9][CH:8]=1)C.[OH:20][C:21]1[CH:26]=[CH:25][C:24]([NH:27][C:28](=[O:35])[C:29]2[CH:34]=[CH:33][CH:32]=[N:31][CH:30]=2)=[CH:23][CH:22]=1.CO[C@@H](CC1C=CC(OCCCOC2C=CC=CC=2)=CC=1)C(O)=O, predict the reaction product. The product is: [CH3:18][O:17][C@@H:5]([CH2:6][C:7]1[CH:8]=[CH:9][C:10]([O:13][CH2:14][CH2:15][O:20][C:21]2[CH:22]=[CH:23][C:24]([NH:27][C:28]([C:29]3[CH:30]=[N:31][CH:32]=[CH:33][CH:34]=3)=[O:35])=[CH:25][CH:26]=2)=[CH:11][CH:12]=1)[C:4]([OH:3])=[O:19]. (3) Given the reactants [Cl:1][C:2]1[C:3]([F:23])=[C:4]([CH:20]=[CH:21][CH:22]=1)[NH:5][C:6]1[C:15]2[C:10](=[CH:11][C:12]([O:18][CH3:19])=[C:13]([CH:16]=O)[CH:14]=2)[N:9]=[CH:8][N:7]=1.[C:24]([CH2:26][CH2:27][NH:28][CH2:29][C:30]([OH:32])=[O:31])#[N:25], predict the reaction product. The product is: [Cl:1][C:2]1[C:3]([F:23])=[C:4]([NH:5][C:6]2[C:15]3[C:10](=[CH:11][C:12]([O:18][CH3:19])=[C:13]([CH2:16][N:28]([CH2:27][CH2:26][C:24]#[N:25])[CH2:29][C:30]([OH:32])=[O:31])[CH:14]=3)[N:9]=[CH:8][N:7]=2)[CH:20]=[CH:21][CH:22]=1. (4) Given the reactants [Na].[C:2]([O:8][CH2:9][CH3:10])(=[O:7])[CH2:3][C:4]([CH3:6])=[O:5].[C:11](#[N:14])[CH:12]=[CH2:13], predict the reaction product. The product is: [C:11]([CH2:12][CH2:13][CH:3]([C:4](=[O:5])[CH3:6])[C:2]([O:8][CH2:9][CH3:10])=[O:7])#[N:14]. (5) Given the reactants [NH2:1][C:2]1[CH:7]=[CH:6][N:5]=[CH:4][CH:3]=1.C(N(CC)CC)C.[Cl-].ClC1N(C)CC[NH+]1C.[CH3:24][O:25][C:26]1[C:27](=[O:54])[C:28]([CH3:53])=[C:29]([CH2:35][C:36]2[CH:37]=[CH:38][C:39]([O:45][CH2:46][C:47]3[CH:48]=[N:49][CH:50]=[CH:51][CH:52]=3)=[C:40]([CH:44]=2)[C:41](O)=[O:42])[C:30](=[O:34])[C:31]=1[O:32][CH3:33], predict the reaction product. The product is: [N:5]1[CH:6]=[CH:7][C:2]([NH:1][C:41](=[O:42])[C:40]2[CH:44]=[C:36]([CH2:35][C:29]3[C:30](=[O:34])[C:31]([O:32][CH3:33])=[C:26]([O:25][CH3:24])[C:27](=[O:54])[C:28]=3[CH3:53])[CH:37]=[CH:38][C:39]=2[O:45][CH2:46][C:47]2[CH:48]=[N:49][CH:50]=[CH:51][CH:52]=2)=[CH:3][CH:4]=1. (6) Given the reactants [CH3:1][O:2][C:3](=[O:12])[C:4]1[CH:9]=[CH:8][C:7]([CH2:10]Br)=[CH:6][CH:5]=1.[CH3:13][C:14]1[NH:15][C:16]2[C:21]([C:22]=1[CH:23]=O)=[CH:20][CH:19]=[CH:18][CH:17]=2.[S:25]1[CH2:29][C:28](=[O:30])[NH:27][C:26]1=[O:31], predict the reaction product. The product is: [CH3:1][O:2][C:3](=[O:12])[C:4]1[CH:9]=[CH:8][C:7]([CH2:10][N:15]2[C:16]3[C:21](=[CH:20][CH:19]=[CH:18][CH:17]=3)[C:22]([CH:23]=[C:29]3[S:25][C:26](=[O:31])[NH:27][C:28]3=[O:30])=[C:14]2[CH3:13])=[CH:6][CH:5]=1.